This data is from NCI-60 drug combinations with 297,098 pairs across 59 cell lines. The task is: Regression. Given two drug SMILES strings and cell line genomic features, predict the synergy score measuring deviation from expected non-interaction effect. (1) Synergy scores: CSS=5.69, Synergy_ZIP=-3.68, Synergy_Bliss=-3.01, Synergy_Loewe=-5.80, Synergy_HSA=-2.90. Cell line: DU-145. Drug 2: COCCOC1=C(C=C2C(=C1)C(=NC=N2)NC3=CC=CC(=C3)C#C)OCCOC.Cl. Drug 1: COC1=NC(=NC2=C1N=CN2C3C(C(C(O3)CO)O)O)N. (2) Drug 1: C1=CC(=C2C(=C1NCCNCCO)C(=O)C3=C(C=CC(=C3C2=O)O)O)NCCNCCO. Drug 2: CN(C)C1=NC(=NC(=N1)N(C)C)N(C)C. Cell line: U251. Synergy scores: CSS=44.8, Synergy_ZIP=3.57, Synergy_Bliss=1.44, Synergy_Loewe=-38.9, Synergy_HSA=0.136. (3) Drug 1: CC1C(C(CC(O1)OC2CC(CC3=C2C(=C4C(=C3O)C(=O)C5=C(C4=O)C(=CC=C5)OC)O)(C(=O)C)O)N)O.Cl. Drug 2: C(CC(=O)O)C(=O)CN.Cl. Cell line: SN12C. Synergy scores: CSS=23.0, Synergy_ZIP=-8.46, Synergy_Bliss=-7.93, Synergy_Loewe=-19.3, Synergy_HSA=-7.25. (4) Drug 1: CC1CCC2CC(C(=CC=CC=CC(CC(C(=O)C(C(C(=CC(C(=O)CC(OC(=O)C3CCCCN3C(=O)C(=O)C1(O2)O)C(C)CC4CCC(C(C4)OC)O)C)C)O)OC)C)C)C)OC. Drug 2: CC1CCCC2(C(O2)CC(NC(=O)CC(C(C(=O)C(C1O)C)(C)C)O)C(=CC3=CSC(=N3)C)C)C. Cell line: SNB-75. Synergy scores: CSS=33.2, Synergy_ZIP=0.559, Synergy_Bliss=0.382, Synergy_Loewe=-3.33, Synergy_HSA=0.928. (5) Drug 1: C1=CC(=CC=C1CC(C(=O)O)N)N(CCCl)CCCl.Cl. Drug 2: CC1C(C(CC(O1)OC2CC(CC3=C2C(=C4C(=C3O)C(=O)C5=C(C4=O)C(=CC=C5)OC)O)(C(=O)CO)O)N)O.Cl. Cell line: HOP-62. Synergy scores: CSS=39.1, Synergy_ZIP=-4.71, Synergy_Bliss=-4.35, Synergy_Loewe=-15.3, Synergy_HSA=-3.97. (6) Drug 1: C1=CC(=CC=C1CC(C(=O)O)N)N(CCCl)CCCl.Cl. Drug 2: CCC1(CC2CC(C3=C(CCN(C2)C1)C4=CC=CC=C4N3)(C5=C(C=C6C(=C5)C78CCN9C7C(C=CC9)(C(C(C8N6C)(C(=O)OC)O)OC(=O)C)CC)OC)C(=O)OC)O.OS(=O)(=O)O. Cell line: IGROV1. Synergy scores: CSS=19.7, Synergy_ZIP=-9.73, Synergy_Bliss=1.24, Synergy_Loewe=-3.01, Synergy_HSA=4.16.